Task: Regression. Given a peptide amino acid sequence and an MHC pseudo amino acid sequence, predict their binding affinity value. This is MHC class I binding data.. Dataset: Peptide-MHC class I binding affinity with 185,985 pairs from IEDB/IMGT The peptide sequence is ERYPGGVSL. The MHC is HLA-A02:01 with pseudo-sequence HLA-A02:01. The binding affinity (normalized) is 0.0847.